From a dataset of Catalyst prediction with 721,799 reactions and 888 catalyst types from USPTO. Predict which catalyst facilitates the given reaction. (1) Reactant: [CH3:1][N:2]([CH3:11])[C:3]1[CH:8]=[CH:7][N:6]=[C:5]([CH2:9]O)[N:4]=1.S(Cl)([Cl:14])=O. Product: [Cl:14][CH2:9][C:5]1[N:4]=[C:3]([N:2]([CH3:11])[CH3:1])[CH:8]=[CH:7][N:6]=1. The catalyst class is: 22. (2) Reactant: [I:1]N1C(C)(C)COC1=O.[CH:10]1[CH2:15][CH2:14][CH2:13][CH2:12][CH:11]=1.[CH3:16][C:17]([OH:19])=[O:18]. Product: [C:17]([O:19][C@@H:10]1[CH2:15][CH2:14][CH2:13][CH2:12][C@H:11]1[I:1])(=[O:18])[CH3:16]. The catalyst class is: 6. (3) Reactant: [F:1][C:2]([F:24])([F:23])[C:3]1[CH:4]=[C:5]([CH:9]([C:11]2[CH:12]=[N:13][C:14]3[N:15]([N:17]=[CH:18][C:19]=3[C:20](O)=[O:21])[CH:16]=2)[CH3:10])[CH:6]=[CH:7][CH:8]=1.CN(C(ON1N=NC2C=CC=CC1=2)=[N+](C)C)C.[B-](F)(F)(F)F.C(N(CC)C(C)C)(C)C.[Cl-].[NH2:57][C:58](=[O:62])[CH2:59][CH2:60][NH3+:61]. Product: [NH2:57][C:58](=[O:62])[CH2:59][CH2:60][NH:61][C:20]([C:19]1[CH:18]=[N:17][N:15]2[CH:16]=[C:11]([CH:9]([C:5]3[CH:6]=[CH:7][CH:8]=[C:3]([C:2]([F:1])([F:24])[F:23])[CH:4]=3)[CH3:10])[CH:12]=[N:13][C:14]=12)=[O:21]. The catalyst class is: 3. (4) Reactant: [CH3:1][C:2]([CH3:19])([CH3:18])[CH2:3][CH2:4][N:5]1[C:9]2[N:10]=[C:11]([C:14]#[N:15])[N:12]=[CH:13][C:8]=2[CH:7]=[C:6]1[CH:16]=O.C(OP([CH2:28][C:29]1[CH:34]=[CH:33][CH:32]=[CH:31][CH:30]=1)(=O)OCC)C.[H-].[Na+]. Product: [CH3:1][C:2]([CH3:19])([CH3:18])[CH2:3][CH2:4][N:5]1[C:9]2[N:10]=[C:11]([C:14]#[N:15])[N:12]=[CH:13][C:8]=2[CH:7]=[C:6]1[CH:16]=[CH:28][C:29]1[CH:34]=[CH:33][CH:32]=[CH:31][CH:30]=1. The catalyst class is: 1.